From a dataset of Forward reaction prediction with 1.9M reactions from USPTO patents (1976-2016). Predict the product of the given reaction. (1) Given the reactants [Cl:1][C:2]1[CH:7]=[C:6]([N+:8]([O-])=O)[CH:5]=[CH:4][C:3]=1[O:11][CH2:12][C:13]1[CH:18]=[N:17][CH:16]=[CH:15][N:14]=1, predict the reaction product. The product is: [Cl:1][C:2]1[CH:7]=[C:6]([CH:5]=[CH:4][C:3]=1[O:11][CH2:12][C:13]1[CH:18]=[N:17][CH:16]=[CH:15][N:14]=1)[NH2:8]. (2) Given the reactants [OH-].[Na+].C[O:4][C:5]([C:7]1([C:11]2[CH:16]=[CH:15][C:14]([NH:17][C:18]3[C:23]4[CH2:24][CH2:25][CH2:26][C:22]=4[N:21]=[C:20]([N:27]4[CH2:32][CH2:31][O:30][CH2:29][CH2:28]4)[N:19]=3)=[CH:13][CH:12]=2)[CH2:10][CH2:9][CH2:8]1)=[O:6], predict the reaction product. The product is: [N:27]1([C:20]2[N:19]=[C:18]([NH:17][C:14]3[CH:13]=[CH:12][C:11]([C:7]4([C:5]([OH:6])=[O:4])[CH2:10][CH2:9][CH2:8]4)=[CH:16][CH:15]=3)[C:23]3[CH2:24][CH2:25][CH2:26][C:22]=3[N:21]=2)[CH2:28][CH2:29][O:30][CH2:31][CH2:32]1. (3) Given the reactants COC1C=CC(C[N:8]2[C:12]3=[N:13][CH:14]=[CH:15][C:16]([O:17][C:18]4[CH:23]=[CH:22][C:21]([N:24]([C:33]5[CH:38]=[CH:37][C:36]([F:39])=[CH:35][CH:34]=5)[C:25]([C:27]5([C:30]([NH2:32])=[O:31])[CH2:29][CH2:28]5)=[O:26])=[CH:20][CH:19]=4)=[C:11]3[C:10]([CH3:40])=[N:9]2)=CC=1.C(O)(C(F)(F)F)=O, predict the reaction product. The product is: [F:39][C:36]1[CH:37]=[CH:38][C:33]([N:24]([C:21]2[CH:22]=[CH:23][C:18]([O:17][C:16]3[CH:15]=[CH:14][N:13]=[C:12]4[NH:8][N:9]=[C:10]([CH3:40])[C:11]=34)=[CH:19][CH:20]=2)[C:25]([C:27]2([C:30]([NH2:32])=[O:31])[CH2:28][CH2:29]2)=[O:26])=[CH:34][CH:35]=1. (4) The product is: [F:14][C:11]([F:12])([F:13])[O:10][C:7]1[CH:8]=[CH:9][C:4]([NH:1][C:2](=[O:3])[NH:16][CH:17]([C:19]2[CH:24]=[CH:23][N:22]=[C:21]([NH:25][C:26](=[O:30])[CH:27]([CH3:29])[CH3:28])[CH:20]=2)[CH3:18])=[CH:5][CH:6]=1. Given the reactants [N:1]([C:4]1[CH:9]=[CH:8][C:7]([O:10][C:11]([F:14])([F:13])[F:12])=[CH:6][CH:5]=1)=[C:2]=[O:3].Cl.[NH2:16][CH:17]([C:19]1[CH:24]=[CH:23][N:22]=[C:21]([NH:25][C:26](=[O:30])[CH:27]([CH3:29])[CH3:28])[CH:20]=1)[CH3:18].C(N(CC)C(C)C)(C)C, predict the reaction product. (5) Given the reactants Br[C:2]1[CH:13]=[CH:12][CH:11]=[CH:10][C:3]=1[CH:4]=NCCCC.[CH:14]1([Mg]Br)C[CH2:18][CH2:17][CH2:16][CH2:15]1.[Cl-].[NH4+].C1C[O:27][CH2:26]C1, predict the reaction product. The product is: [CH:4]1([C:3]2[CH:10]=[CH:11][CH:12]=[CH:13][C:2]=2[CH:26]=[O:27])[CH2:18][CH2:17][CH2:16][CH2:15][CH2:14]1. (6) Given the reactants [C:1](Cl)(=[O:3])[CH3:2].[Cl:5][C:6]1[CH:7]=[CH:8][C:9]2[N:15]([CH2:16][C:17]([CH3:21])([CH3:20])[CH2:18][OH:19])[C:14](=[O:22])[C@@H:13]([CH2:23][C:24]([NH:26][C@H:27]([CH3:31])[C:28]([OH:30])=[O:29])=[O:25])[O:12][C@H:11]([C:32]3[CH:37]=[CH:36][CH:35]=[C:34]([O:38][CH3:39])[C:33]=3[O:40][CH3:41])[C:10]=2[CH:42]=1.N1C=CC=CC=1.C(OCC)(=O)C, predict the reaction product. The product is: [C:1]([O:19][CH2:18][C:17]([CH3:20])([CH3:21])[CH2:16][N:15]1[C:9]2[CH:8]=[CH:7][C:6]([Cl:5])=[CH:42][C:10]=2[C@@H:11]([C:32]2[CH:37]=[CH:36][CH:35]=[C:34]([O:38][CH3:39])[C:33]=2[O:40][CH3:41])[O:12][C@H:13]([CH2:23][C:24]([NH:26][C@H:27]([CH3:31])[C:28]([OH:30])=[O:29])=[O:25])[C:14]1=[O:22])(=[O:3])[CH3:2].